From a dataset of Reaction yield outcomes from USPTO patents with 853,638 reactions. Predict the reaction yield, written as a fraction of the theoretical maximum amount of product (1.0 means a 100% yield; for example, 0.34 means a 34% yield). (1) The reactants are Cl.[NH2:2][CH:3]([C:5]1[CH:10]=[CH:9][C:8]([C:11]([CH3:15])([CH3:14])[C:12]#[N:13])=[CH:7][CH:6]=1)[CH3:4].[C:16]([C:18]1[C:23]2[N:24]([CH2:27][C:28](O)=[O:29])[CH:25]=[N:26][C:22]=2[CH:21]=[CH:20][CH:19]=1)#[N:17].CN(C(ON1N=NC2C=CC=NC1=2)=[N+](C)C)C.F[P-](F)(F)(F)(F)F. The catalyst is CN(C1C=CN=CC=1)C.CN(C=O)C. The product is [C:16]([C:18]1[C:23]2[N:24]([CH2:27][C:28]([NH:2][C@H:3]([C:5]3[CH:10]=[CH:9][C:8]([C:11]([C:12]#[N:13])([CH3:14])[CH3:15])=[CH:7][CH:6]=3)[CH3:4])=[O:29])[CH:25]=[N:26][C:22]=2[CH:21]=[CH:20][CH:19]=1)#[N:17]. The yield is 0.660. (2) The reactants are [F:1][C:2]1[CH:7]=[CH:6][CH:5]=[C:4]([F:8])[C:3]=1[N:9]1[C:14]2[N:15]=[C:16](S(C)(=O)=O)[N:17]=[C:18]([C:19]3[CH:24]=[CH:23][CH:22]=[CH:21][C:20]=3[F:25])[C:13]=2[CH:12]=[CH:11][C:10]1=[O:30].O.CCOCC.C[N:38]1CCCC1=O. No catalyst specified. The product is [NH2:38][C:16]1[N:17]=[C:18]([C:19]2[CH:24]=[CH:23][CH:22]=[CH:21][C:20]=2[F:25])[C:13]2[CH:12]=[CH:11][C:10](=[O:30])[N:9]([C:3]3[C:2]([F:1])=[CH:7][CH:6]=[CH:5][C:4]=3[F:8])[C:14]=2[N:15]=1. The yield is 0.530.